Regression. Given a peptide amino acid sequence and an MHC pseudo amino acid sequence, predict their binding affinity value. This is MHC class II binding data. From a dataset of Peptide-MHC class II binding affinity with 134,281 pairs from IEDB. The peptide sequence is LKRMAVSGDDCVVRP. The MHC is DRB1_1301 with pseudo-sequence DRB1_1301. The binding affinity (normalized) is 0.619.